Dataset: Catalyst prediction with 721,799 reactions and 888 catalyst types from USPTO. Task: Predict which catalyst facilitates the given reaction. (1) Reactant: Cl[C:2]1[CH:7]=[C:6]([N:8]2[C:12]3[CH:13]=[C:14]([F:17])[CH:15]=[CH:16][C:11]=3[N:10]=[C:9]2[CH3:18])[N:5]=[C:4]([NH:19][C:20]2[CH:25]=[CH:24][C:23]([C:26]([F:29])([F:28])[F:27])=[CH:22][CH:21]=2)[N:3]=1.[OH-].[NH4+:31]. Product: [F:17][C:14]1[CH:15]=[CH:16][C:11]2[N:10]=[C:9]([CH3:18])[N:8]([C:6]3[N:5]=[C:4]([NH:19][C:20]4[CH:25]=[CH:24][C:23]([C:26]([F:29])([F:28])[F:27])=[CH:22][CH:21]=4)[N:3]=[C:2]([NH2:31])[CH:7]=3)[C:12]=2[CH:13]=1. The catalyst class is: 16. (2) Product: [Cl:27][C:28]1[N:33]=[C:32]([NH:34][C:11]([C:9]2[S:8][C:7]3[CH:14]=[CH:15][C:4]([N+:1]([O-:3])=[O:2])=[CH:5][C:6]=3[CH:10]=2)=[O:13])[CH:31]=[C:30]([C:35]([C:38]2[CH:43]=[C:42]([O:44][C:45]([F:46])([F:47])[F:48])[CH:41]=[C:40]([O:49][CH3:50])[CH:39]=2)([CH3:37])[CH3:36])[CH:29]=1. The catalyst class is: 2. Reactant: [N+:1]([C:4]1[CH:15]=[CH:14][C:7]2[S:8][C:9]([C:11]([OH:13])=O)=[CH:10][C:6]=2[CH:5]=1)([O-:3])=[O:2].C(Cl)(C(Cl)=O)=O.CN(C=O)C.[Cl:27][C:28]1[N:33]=[C:32]([NH2:34])[CH:31]=[C:30]([C:35]([C:38]2[CH:43]=[C:42]([O:44][C:45]([F:48])([F:47])[F:46])[CH:41]=[C:40]([O:49][CH3:50])[CH:39]=2)([CH3:37])[CH3:36])[CH:29]=1. (3) Reactant: [CH2:1]([O:4][C:5]1([CH3:38])[CH2:10][CH2:9][N:8]([C:11]2[N:16]3[N:17]=[C:18]([C:20]4[CH:25]=[CH:24][CH:23]=[C:22](Br)[CH:21]=4)[CH:19]=[C:15]3[N:14]=[C:13]([CH3:27])[C:12]=2[C@H:28]([O:33][C:34]([CH3:37])([CH3:36])[CH3:35])[C:29]([O:31][CH3:32])=[O:30])[CH2:7][CH2:6]1)[CH:2]=[CH2:3].[CH2:39]([C:43]1[CH:48]=[CH:47][CH:46]=[CH:45][C:44]=1B1OC(=O)CN(C)CC(=O)O1)[CH2:40][CH:41]=[CH2:42].C(=O)([O-])[O-].[Na+].[Na+]. Product: [CH2:1]([O:4][C:5]1([CH3:38])[CH2:10][CH2:9][N:8]([C:11]2[N:16]3[N:17]=[C:18]([C:20]4[CH:21]=[C:22]([C:44]5[CH:45]=[CH:46][CH:47]=[CH:48][C:43]=5[CH2:39][CH2:40][CH:41]=[CH2:42])[CH:23]=[CH:24][CH:25]=4)[CH:19]=[C:15]3[N:14]=[C:13]([CH3:27])[C:12]=2[C@H:28]([O:33][C:34]([CH3:37])([CH3:36])[CH3:35])[C:29]([O:31][CH3:32])=[O:30])[CH2:7][CH2:6]1)[CH:2]=[CH2:3]. The catalyst class is: 128. (4) Reactant: [BH3:1].[N:2]1C=CC=CC=1.B.[CH2:9]([C:12]1[CH:17]=[CH:16][CH:15]=[CH:14][N:13]=1)[CH2:10][CH3:11].[CH3:18][C:19]1[CH:20]=N[CH:22]=[CH:23][CH:24]=1.C(C1C=NC=CC=1)C.C(C1C=CN=CC=1)C.[C:41](O)(=O)[CH3:42]. Product: [BH3:1].[N:13]1[CH:14]=[CH:15][CH:16]=[CH:17][C:12]=1[CH3:9].[BH3:1].[CH2:9]([C:12]1[CH:17]=[CH:16][CH:15]=[CH:14][N:13]=1)[CH3:10].[BH3:1].[N:13]1[C:12]([CH3:17])=[CH:9][CH:10]=[CH:11][C:41]=1[CH3:42].[BH3:1].[N:2]1[C:23]([CH3:22])=[CH:24][C:19]([CH3:18])=[CH:20][C:41]=1[CH3:42]. The catalyst class is: 17.